Dataset: Retrosynthesis with 50K atom-mapped reactions and 10 reaction types from USPTO. Task: Predict the reactants needed to synthesize the given product. (1) Given the product O=C1CCN(Cc2cccnc2)CC1C(c1ccc(F)cc1)c1ccc(F)cc1, predict the reactants needed to synthesize it. The reactants are: ClCc1cccnc1.O=C1CCNCC1C(c1ccc(F)cc1)c1ccc(F)cc1. (2) Given the product O=C(C[C@@H]1Cc2cc(Cl)c3[nH]ncc3c2CN(Cc2ccncc2)C1=O)N1CCC(c2cc3ccccc3[nH]c2=O)CC1, predict the reactants needed to synthesize it. The reactants are: O=C(O)C[C@@H]1Cc2cc(Cl)c3[nH]ncc3c2CN(Cc2ccncc2)C1=O.O=c1[nH]c2ccccc2cc1C1CCNCC1. (3) Given the product CNc1ccc2c(C)n(C)nc2c1, predict the reactants needed to synthesize it. The reactants are: C=O.Cc1c2ccc(N)cc2nn1C. (4) Given the product CN(CCC1(O)CCNCC1)c1ccc(C(=O)OC(C)(C)C)cc1, predict the reactants needed to synthesize it. The reactants are: CN(CCC1(O)CCN(Cc2ccccc2)CC1)c1ccc(C(=O)OC(C)(C)C)cc1. (5) Given the product CC(=O)CCc1ccc(Cl)c(Cl)c1, predict the reactants needed to synthesize it. The reactants are: CON(C)C(=O)CCc1ccc(Cl)c(Cl)c1. (6) Given the product C=CCc1c(CC(=O)O)c2ccccc2n1C(=O)OC(C)(C)C, predict the reactants needed to synthesize it. The reactants are: C=CCc1c(CC(=O)OCC)c2ccccc2n1C(=O)OC(C)(C)C.